The task is: Binary Classification. Given a miRNA mature sequence and a target amino acid sequence, predict their likelihood of interaction.. This data is from Experimentally validated miRNA-target interactions with 360,000+ pairs, plus equal number of negative samples. (1) The miRNA is hsa-miR-519d-3p with sequence CAAAGUGCCUCCCUUUAGAGUG. The protein sequence of the target gene is MEPPLPVGAQPLATVEGMEMKGPLREPCALTLAQRNGQYELIIQLHEKEQHVQDIIPINSHFRCVQEAEETLLIDIASNSGCKIRVQGDWIRERRFEIPDEEHCLKFLSAVLAAQKAQSQLLVPEQKDSSSWYQKLDTKDKPSVFSGLLGFEDNFSSMNLDKKINSQNQPTGIHREPPPPPFSVNKMLPREKEASNKEQPKVTNTMRKLFVPNTQSGQREGLIKHILAKREKEYVNIQTFRFFVGTWNVNGQSPDSGLEPWLNCDPNPPDIYCIGFQELDLSTEAFFYFESVKEQEWSMA.... Result: 1 (interaction). (2) The miRNA is mmu-miR-146a-5p with sequence UGAGAACUGAAUUCCAUGGGUU. The protein sequence of the target gene is MASKGPSASASTENSNAGGPSGSSNGTGESGGQDSTFECNICLDTAKDAVISLCGHLFCWPCLHQWLETRPNRQVCPVCKAGISRDKVIPLYGRGSTGQQDPREKTPPRPQGQRPEPENRGGFQGFGFGDGGFQMSFGIGAFPFGIFATAFNINDGRPPPAVPGTPQYVDEQFLSRLFLFVALVIMFWLLIA. Result: 0 (no interaction). (3) The miRNA is hsa-miR-553 with sequence AAAACGGUGAGAUUUUGUUUU. The protein sequence of the target gene is MLPRHSCSLLLFLFLLPSVPMEPHPPSSTLPPFLAPEWDLLSPRVALSRGAPAGPPLLFLLEAGAYGEPAGAPANRSRRGVSETAPASRRGELAVCDAVSGWVTDRRTAVDLRGREVEVLGEVPAAGGSPLRQYFFETRCKAESAGEGGPGVGGGGCRGVDRRHWLSECKAKQSYVRALTADSQGRVGWRWIRIDTACVCTLLSRTGRA. Result: 0 (no interaction). (4) The miRNA is hsa-miR-513a-3p with sequence UAAAUUUCACCUUUCUGAGAAGG. The protein sequence of the target gene is MLTFMASDSEEEVCDERTSLMSAESPTSRSCQDSRPGPEDGENTAQWRSQENEDDCEEDPDHYACSGVPGRPSGLEEELTLKYGAKHVIMLFVPVTLCMIVVVATIKSVRFYTEKNGQLIYTPFTEDTPSVGQRLLNSVLNTLIMISVIVVMTIFLVVLYKYRCYKFIHGWLIMSSLMLLFLFTYIYLGEVFKTYNVAMDYPTLFLAVWNFGAVGMVCIHWKGPLVLQQAYLIVISALMALVFIKYLPEWSAWVILGAISVYDLVAVLCPKGPLRMLVETAQERNEPIFPALIYSSAMVW.... Result: 0 (no interaction). (5) The miRNA is mmu-miR-1190 with sequence UCAGCUGAGGUUCCCCUCUGUC. The protein sequence of the target gene is MSVGCPEPEPLHSLPCCGPGAAPVPGAGVPLLTEDMQALTLRTLAASDVTKHYELVRELGKGTYGKVDLVAYKGTGTKMALKFVNKSKTKLKNFLREVSITNSLSSSPFIIKVFDVVFETEECYVFAQEYAPAGDLFDIIPPQVGLPEDTVKRCVQQLGLALDFMHSRQLVHRDIKPENVLLFDRECRRVKLADFGMTRRVGCRVKRVSGTIPYTAPEVCQAGRADGFAVDTGVDVWAFGVLIFCVLTGNFPWEAASGADAFFEEFVRWQRGRLPGLPSQWRRFTEPALRMFQRLLALEP.... Result: 0 (no interaction). (6) The miRNA is mmu-miR-7220-5p with sequence GGUGAGCUCUUGGUACCUUGGC. The protein sequence of the target gene is MVRTKANYVPGAYRKAVASQAPRKVLGSSTFVTNSSSSSRKAENKYAGGNPVCVRPTPKWQKGIGEFFRLSPKESKKENQAPEEAGTSGLGKAKRKACPLQPDHRDDENE. Result: 0 (no interaction). (7) The miRNA is hsa-miR-3152-3p with sequence UGUGUUAGAAUAGGGGCAAUAA. The protein sequence of the target gene is MVCREQLSKNQVKWVFAGITCVSVVVIAAIVLAITLRRPGCELEACSPDADMLDYLLSLGQISRRDALEVTWYHAANSKKAMTAALNSNITVLEADVNVEGLGTANETGVPIMAHPPTIYSDNTLEQWLDAVLGSSQKGIKLDFKNIKAVGPSLDLLRQLTEEGKVRRPIWINADILKGPNMLISTEVNATQFLALVQEKYPKATLSPGWTTFYMSTSPNRTYTQAMVEKMHELVGGVPQRVTFPVRSSMVRAAWPHFSWLLSQSERYSLTLWQAASDPMSVEDLLYVRDNTAVHQVYYD.... Result: 0 (no interaction). (8) The miRNA is hsa-miR-5047 with sequence UUGCAGCUGCGGUUGUAAGGU. The protein sequence of the target gene is MQDDLLMDKSKTQPQPQQQQRQQQQPQPESSVSEAPSTPLSSETPKPEENSAVPALSPAAAPPAPNGPDKMQMESPLLPGLSFHQPPQQPPPPQEPAAPGASLSPSFGSTWSTGTTNAVEDSFFQGITPVNGTMLFQNFPHHVNPVFGGTFSPQIGLAQTQHHQQPPPPAPAPQPAQPAQPPQAQPPQQRRSPASPSQAPYAQRSAAAAYGHQPIMTSKPSSSSAVAAAAAAAAASSASSSWNTHQSVNAAWSAPSNPWGGLQAGRDPRRAVGVGVGVGVGVPSPLNPISPLKKPFSSNV.... Result: 1 (interaction). (9) The miRNA is hsa-miR-609 with sequence AGGGUGUUUCUCUCAUCUCU. The protein sequence of the target gene is MEENEYSGYWEPPRKRCCCARRGTQLMLVGLLSTAMWAGLLALLLLWHWETEKNLKQLGDTAIQNVSHVTKDLQKFQSNQLAQKSQVVQMSQNLQELQAEQKQMKAQDSRLSQNLTGLQEDLRNAQSQNSKLSQNLNRLQDDLVNIKSLGLNEKRTASDSLEKLQEEVAKLWIEILISKGTACNICPKNWLHFQQKCYYFGKGSKQWIQARFACSDLQGRLVSIHSQKEQDFLMQHINKKDSWIGLQDLNMEGEFVWSDGSPVGYSNWNPGEPNNGGQGEDCVMMRGSGQWNDAFCRSYL.... Result: 0 (no interaction).